This data is from Peptide-MHC class II binding affinity with 134,281 pairs from IEDB. The task is: Regression. Given a peptide amino acid sequence and an MHC pseudo amino acid sequence, predict their binding affinity value. This is MHC class II binding data. (1) The MHC is DRB1_1001 with pseudo-sequence DRB1_1001. The binding affinity (normalized) is 0.618. The peptide sequence is YEAFVLHFSEALHII. (2) The peptide sequence is KGMAAVPRLIAFTSE. The MHC is H-2-IAd with pseudo-sequence H-2-IAd. The binding affinity (normalized) is 0. (3) The MHC is DRB1_0901 with pseudo-sequence DRB1_0901. The peptide sequence is PGIKAQQSKLAQRRV. The binding affinity (normalized) is 0.427. (4) The peptide sequence is KSRFFIWSQEVPLLT. The MHC is DRB1_0901 with pseudo-sequence DRB1_0901. The binding affinity (normalized) is 0.193. (5) The peptide sequence is IFGSLAFLPESFDGD. The MHC is HLA-DQA10102-DQB10602 with pseudo-sequence HLA-DQA10102-DQB10602. The binding affinity (normalized) is 0.534. (6) The peptide sequence is GVLACAIATHAKIRD. The MHC is HLA-DQA10401-DQB10402 with pseudo-sequence HLA-DQA10401-DQB10402. The binding affinity (normalized) is 0.302. (7) The peptide sequence is AQILDGDNLFPKV. The MHC is HLA-DQA10501-DQB10201 with pseudo-sequence HLA-DQA10501-DQB10201. The binding affinity (normalized) is 0.382.